Dataset: Retrosynthesis with 50K atom-mapped reactions and 10 reaction types from USPTO. Task: Predict the reactants needed to synthesize the given product. Given the product C1CCN2CCNCC2C1, predict the reactants needed to synthesize it. The reactants are: O=C(OCc1ccccc1)N1CCN2CCCCC2C1.